This data is from Full USPTO retrosynthesis dataset with 1.9M reactions from patents (1976-2016). The task is: Predict the reactants needed to synthesize the given product. (1) Given the product [F:10][C:8]1[CH:7]=[CH:6][C:3]([C:4]#[N:5])=[C:2]([CH:18]=[O:19])[CH:9]=1, predict the reactants needed to synthesize it. The reactants are: Br[C:2]1[CH:9]=[C:8]([F:10])[CH:7]=[CH:6][C:3]=1[C:4]#[N:5].C([Mg]Cl)(C)C.CN(C)[CH:18]=[O:19].Cl. (2) Given the product [CH2:1]([N:5]1[C:13]2[C:12](=[O:14])[N:11]([CH3:32])[C:10]([Cl:15])=[N:9][C:8]=2[N:7]=[C:6]1[N:16]1[CH2:21][CH2:20][CH2:19][CH:18]([NH:22][C:23](=[O:29])[O:24][C:25]([CH3:28])([CH3:27])[CH3:26])[CH2:17]1)[C:2]#[C:3][CH3:4], predict the reactants needed to synthesize it. The reactants are: [CH2:1]([N:5]1[C:13]2[C:12](=[O:14])[NH:11][C:10]([Cl:15])=[N:9][C:8]=2[N:7]=[C:6]1[N:16]1[CH2:21][CH2:20][CH2:19][CH:18]([NH:22][C:23](=[O:29])[O:24][C:25]([CH3:28])([CH3:27])[CH3:26])[CH2:17]1)[C:2]#[C:3][CH3:4].CI.[C:32](=O)([O-])[O-].[K+].[K+].O. (3) Given the product [CH:1]1([NH:7][C:8]2[N:16]=[C:15]([NH:17][C:18]3[CH:23]=[CH:22][C:21]([N:24]4[CH2:25][CH2:26][N:27]([C:68]([C:63]5[CH:64]=[CH:65][CH:66]=[CH:67][N:62]=5)=[O:69])[CH2:28][CH2:29]4)=[CH:20][C:19]=3[O:30][CH3:31])[N:14]=[C:13]3[C:9]=2[N:10]=[CH:11][NH:12]3)[CH2:2][CH2:3][CH2:4][CH2:5][CH2:6]1, predict the reactants needed to synthesize it. The reactants are: [CH:1]1([NH:7][C:8]2[N:16]=[C:15]([NH:17][C:18]3[CH:23]=[CH:22][C:21]([N:24]4[CH2:29][CH2:28][NH:27][CH2:26][CH2:25]4)=[CH:20][C:19]=3[O:30][CH3:31])[N:14]=[C:13]3[C:9]=2[N:10]=[CH:11][NH:12]3)[CH2:6][CH2:5][CH2:4][CH2:3][CH2:2]1.CCN=C=NCCCN(C)C.Cl.C1C=CC2N(O)N=NC=2C=1.O.C(N(CC)CC)C.[N:62]1[CH:67]=[CH:66][CH:65]=[CH:64][C:63]=1[C:68](O)=[O:69]. (4) The reactants are: Br[CH:2]1[C:11](=[O:12])[C:10]2[C:5](=[CH:6][C:7]([C:13]#[N:14])=[CH:8][CH:9]=2)[O:4][CH2:3]1.C(O)(=O)C.[N-:19]=[N+:20]=[N-:21].[Na+]. Given the product [N:19]([CH:2]1[C:11](=[O:12])[C:10]2[C:5](=[CH:6][C:7]([C:13]#[N:14])=[CH:8][CH:9]=2)[O:4][CH2:3]1)=[N+:20]=[N-:21], predict the reactants needed to synthesize it. (5) Given the product [F:34][C:32]1[CH:31]=[C:30]([F:35])[CH:29]=[C:28]2[C:33]=1[C:24]([NH:22][C:11]1[C:10]([C:4]3[CH:5]=[CH:6][C:7]([O:8][CH3:9])=[C:2]([F:1])[CH:3]=3)=[CH:15][N:14]=[C:13]([N:16]3[CH2:21][CH2:20][O:19][CH2:18][CH2:17]3)[CH:12]=1)=[C:25]([CH3:43])[C:26]([C:36]1[CH:41]=[C:40]([CH3:42])[CH:39]=[CH:38][N:37]=1)=[N:27]2, predict the reactants needed to synthesize it. The reactants are: [F:1][C:2]1[CH:3]=[C:4]([C:10]2[C:11]([NH2:22])=[CH:12][C:13]([N:16]3[CH2:21][CH2:20][O:19][CH2:18][CH2:17]3)=[N:14][CH:15]=2)[CH:5]=[CH:6][C:7]=1[O:8][CH3:9].Cl[C:24]1[C:33]2[C:28](=[CH:29][C:30]([F:35])=[CH:31][C:32]=2[F:34])[N:27]=[C:26]([C:36]2[CH:41]=[C:40]([CH3:42])[CH:39]=[CH:38][N:37]=2)[C:25]=1[CH3:43].C1(P(C2CCCCC2)C2(CCC)CC(CCC)=CC(CCC)=C2C2C=CC=CC=2)CCCCC1.CC(C1C=C(C(C)C)C(C2C=CC=CC=2P(C2CCCCC2)C2CCCCC2)=C(C(C)C)C=1)C.CC(C)([O-])C.[Na+]. (6) The reactants are: Br[C:2]1[CH:7]=[CH:6][C:5]([C:8]2[O:12][N:11]=[C:10]([CH3:13])[N:9]=2)=[CH:4][CH:3]=1.[CH:14]1([CH2:17][N:18]2[CH2:24][CH2:23][CH2:22][N:21]([C:25]([C@H:27]3[CH2:31][CH2:30][NH:29][CH2:28]3)=[O:26])[CH2:20][CH2:19]2)[CH2:16][CH2:15]1. Given the product [CH:14]1([CH2:17][N:18]2[CH2:24][CH2:23][CH2:22][N:21]([C:25]([C@H:27]3[CH2:31][CH2:30][N:29]([C:2]4[CH:7]=[CH:6][C:5]([C:8]5[O:12][N:11]=[C:10]([CH3:13])[N:9]=5)=[CH:4][CH:3]=4)[CH2:28]3)=[O:26])[CH2:20][CH2:19]2)[CH2:16][CH2:15]1, predict the reactants needed to synthesize it. (7) Given the product [C:1]([O:5][C:6]([N:8]1[C:13]2[CH:14]=[CH:15][CH:16]=[CH:17][C:12]=2[O:11][CH2:10][C@H:9]1[CH:19]1[CH2:24][CH2:23][CH2:22][CH2:21][CH2:20]1)=[O:7])([CH3:4])([CH3:3])[CH3:2], predict the reactants needed to synthesize it. The reactants are: [C:1]([O:5][C:6]([NH:8][C@H:9]([CH:19]1[CH2:24][CH2:23][CH2:22][CH2:21][CH2:20]1)[CH2:10][O:11][C:12]1[CH:17]=[CH:16][CH:15]=[CH:14][C:13]=1Br)=[O:7])([CH3:4])([CH3:3])[CH3:2].CC(C)([O-])C.[Na+]. (8) Given the product [CH2:1]([N:5]1[C:10]2[N:11]=[C:12]([Cl:20])[N:13]=[CH:14][C:9]=2[CH:8]=[CH:7][C:6]1=[O:17])[CH2:2][CH2:3][CH3:4], predict the reactants needed to synthesize it. The reactants are: [CH2:1]([N:5]1[C:10]2[N:11]=[C:12](SC)[N:13]=[CH:14][C:9]=2[CH:8]=[CH:7][C:6]1=[O:17])[CH2:2][CH2:3][CH3:4].O.C(Cl)(Cl)[Cl:20]. (9) Given the product [CH3:14][C:10]1[CH:9]=[C:8]([C:5]2[CH:6]=[CH:7][C:2]([O:1][CH2:34][C:35]([O:37][CH3:38])=[O:36])=[C:3]([NH:15][C:16](=[O:32])[C@@H:17]([NH:25][CH2:26][C:27]3[N:28]=[CH:29][S:30][CH:31]=3)[CH2:18][C:19]3[CH:24]=[CH:23][CH:22]=[CH:21][CH:20]=3)[CH:4]=2)[CH:13]=[CH:12][N:11]=1, predict the reactants needed to synthesize it. The reactants are: [OH:1][C:2]1[CH:7]=[CH:6][C:5]([C:8]2[CH:13]=[CH:12][N:11]=[C:10]([CH3:14])[CH:9]=2)=[CH:4][C:3]=1[NH:15][C:16](=[O:32])[C@@H:17]([NH:25][CH2:26][C:27]1[N:28]=[CH:29][S:30][CH:31]=1)[CH2:18][C:19]1[CH:24]=[CH:23][CH:22]=[CH:21][CH:20]=1.Br[CH2:34][C:35]([O:37][CH3:38])=[O:36].C([O-])([O-])=O.[Cs+].[Cs+]. (10) Given the product [NH2:1][C:4]1([NH:12][C:13]2[CH:18]=[CH:17][CH:16]=[CH:15][C:14]=2[CH3:19])[CH:11]=[CH:10][CH:9]=[CH:8][CH:5]1[C:6]#[N:7], predict the reactants needed to synthesize it. The reactants are: [N+:1]([C:4]1([NH:12][C:13]2[CH:18]=[CH:17][CH:16]=[CH:15][C:14]=2[CH3:19])[CH:11]=[CH:10][CH:9]=[CH:8][CH:5]1[C:6]#[N:7])([O-])=O.S(S([O-])=O)([O-])=O.[Na+].[Na+].